Dataset: Full USPTO retrosynthesis dataset with 1.9M reactions from patents (1976-2016). Task: Predict the reactants needed to synthesize the given product. (1) Given the product [CH3:24][C:14]1[CH:13]=[C:12]([O:11][CH2:10]/[CH:9]=[C:8](\[C:5]2[CH:4]=[CH:3][C:2]([C:37]#[C:36][CH2:35][N:38]3[CH2:43][CH2:42][O:41][CH2:40][CH2:39]3)=[CH:7][CH:6]=2)/[C:25]2[CH:26]=[CH:27][C:28]([C:31]([F:34])([F:33])[F:32])=[CH:29][CH:30]=2)[CH:23]=[CH:22][C:15]=1[O:16][CH2:17][C:18]([O:20][CH3:21])=[O:19], predict the reactants needed to synthesize it. The reactants are: I[C:2]1[CH:7]=[CH:6][C:5](/[C:8](/[C:25]2[CH:30]=[CH:29][C:28]([C:31]([F:34])([F:33])[F:32])=[CH:27][CH:26]=2)=[CH:9]\[CH2:10][O:11][C:12]2[CH:23]=[CH:22][C:15]([O:16][CH2:17][C:18]([O:20][CH3:21])=[O:19])=[C:14]([CH3:24])[CH:13]=2)=[CH:4][CH:3]=1.[CH2:35]([N:38]1[CH2:43][CH2:42][O:41][CH2:40][CH2:39]1)[C:36]#[CH:37].C(NC(C)C)(C)C. (2) Given the product [C:9]([NH:8][C:5]1[S:6][CH:7]=[C:3]([CH:1]=[CH:20][C:19]2[CH:40]=[CH:41][C:16]([C:13]([OH:15])=[O:14])=[C:17]([F:43])[C:18]=2[F:42])[N:4]=1)(=[O:11])[CH3:10], predict the reactants needed to synthesize it. The reactants are: [CH:1]([C:3]1[N:4]=[C:5]([NH:8][C:9](=[O:11])[CH3:10])[S:6][CH:7]=1)=O.[Br-].[C:13]([C:16]1[CH:41]=[CH:40][C:19]([CH2:20][P+](C2C=CC=CC=2)(C2C=CC=CC=2)C2C=CC=CC=2)=[C:18]([F:42])[C:17]=1[F:43])([OH:15])=[O:14].